Predict the product of the given reaction. From a dataset of Forward reaction prediction with 1.9M reactions from USPTO patents (1976-2016). (1) The product is: [Br:1][C:2]1[N:6]2[CH:7]=[CH:8][N:9]=[C:10]([NH:16][CH2:12][CH2:13][CH2:14][CH3:15])[C:5]2=[N:4][CH:3]=1. Given the reactants [Br:1][C:2]1[N:6]2[C:7](Br)=[CH:8][N:9]=[CH:10][C:5]2=[N:4][CH:3]=1.[CH2:12]([NH2:16])[CH2:13][CH2:14][CH3:15], predict the reaction product. (2) Given the reactants [H-].[Na+].[CH3:3][C:4]12[C:15](=[O:16])[NH:14][C:12]3[C:13]1=[C:8]([CH:9]=[CH:10][CH:11]=3)[NH:7][C:6](=[O:17])[CH2:5]2.Br[CH2:19][C:20]([O:22][C:23]([CH3:26])([CH3:25])[CH3:24])=[O:21], predict the reaction product. The product is: [CH3:3][C:4]12[C:15](=[O:16])[N:14]([CH2:19][C:20]([O:22][C:23]([CH3:26])([CH3:25])[CH3:24])=[O:21])[C:12]3[C:13]1=[C:8]([CH:9]=[CH:10][CH:11]=3)[NH:7][C:6](=[O:17])[CH2:5]2.